Dataset: Peptide-MHC class II binding affinity with 134,281 pairs from IEDB. Task: Regression. Given a peptide amino acid sequence and an MHC pseudo amino acid sequence, predict their binding affinity value. This is MHC class II binding data. (1) The peptide sequence is RQELYLMGSLVHSMLV. The MHC is DRB1_0301 with pseudo-sequence DRB1_0301. The binding affinity (normalized) is 0.168. (2) The peptide sequence is CTDKMFFVKNPTDTG. The MHC is HLA-DQA10501-DQB10303 with pseudo-sequence HLA-DQA10501-DQB10303. The binding affinity (normalized) is 0.279. (3) The peptide sequence is AFKVAATAANAAGAN. The MHC is DRB1_0701 with pseudo-sequence DRB1_0701. The binding affinity (normalized) is 0.651. (4) The peptide sequence is EKKYFAATRFEPLAA. The MHC is HLA-DQA10101-DQB10501 with pseudo-sequence HLA-DQA10101-DQB10501. The binding affinity (normalized) is 0.420.